From a dataset of Full USPTO retrosynthesis dataset with 1.9M reactions from patents (1976-2016). Predict the reactants needed to synthesize the given product. (1) Given the product [C:17]([O:31][C:29](=[O:30])[NH:28][CH2:27][C:26]1[NH:1][C:2]2[C:7]([NH:8][C:9]3[CH:14]=[CH:13][C:12]([O:15][CH2:16][C:17]4[CH:22]=[CH:21][CH:20]=[C:19]([F:23])[CH:18]=4)=[C:11]([Cl:24])[CH:10]=3)=[N:6][CH:5]=[N:4][C:3]=2[CH:25]=1)([CH3:22])([CH3:18])[CH3:16], predict the reactants needed to synthesize it. The reactants are: [NH2:1][C:2]1[C:3]([C:25]#[C:26][CH2:27][NH:28][C:29](=[O:31])[O-:30])=[N:4][CH:5]=[N:6][C:7]=1[NH:8][C:9]1[CH:14]=[CH:13][C:12]([O:15][CH2:16][C:17]2[CH:22]=[CH:21][CH:20]=[C:19]([F:23])[CH:18]=2)=[C:11]([Cl:24])[CH:10]=1. (2) Given the product [NH2:7][C@@H:10]([CH:26]([CH2:31][CH2:32][CH2:33][CH3:34])[CH2:27][CH2:28][CH2:29][CH3:30])[CH2:11][OH:12], predict the reactants needed to synthesize it. The reactants are: [H-].[H-].[H-].[H-].[Li+].[Al+3].[N:7]([C@@H:10]([CH:26]([CH2:31][CH2:32][CH2:33][CH3:34])[CH2:27][CH2:28][CH2:29][CH3:30])[C:11](N1[C@H](CC2C=CC=CC=2)COC1=O)=[O:12])=[N+]=[N-].